This data is from NCI-60 drug combinations with 297,098 pairs across 59 cell lines. The task is: Regression. Given two drug SMILES strings and cell line genomic features, predict the synergy score measuring deviation from expected non-interaction effect. Drug 1: CCC1=CC2CC(C3=C(CN(C2)C1)C4=CC=CC=C4N3)(C5=C(C=C6C(=C5)C78CCN9C7C(C=CC9)(C(C(C8N6C)(C(=O)OC)O)OC(=O)C)CC)OC)C(=O)OC.C(C(C(=O)O)O)(C(=O)O)O. Drug 2: CCCCCOC(=O)NC1=NC(=O)N(C=C1F)C2C(C(C(O2)C)O)O. Cell line: SW-620. Synergy scores: CSS=54.8, Synergy_ZIP=1.91, Synergy_Bliss=4.34, Synergy_Loewe=-64.5, Synergy_HSA=2.43.